From a dataset of HIV replication inhibition screening data with 41,000+ compounds from the AIDS Antiviral Screen. Binary Classification. Given a drug SMILES string, predict its activity (active/inactive) in a high-throughput screening assay against a specified biological target. The molecule is O=C(CC(=O)C(=O)CC(=O)OCc1ccccc1)OCc1ccccc1. The result is 0 (inactive).